Dataset: CYP2D6 inhibition data for predicting drug metabolism from PubChem BioAssay. Task: Regression/Classification. Given a drug SMILES string, predict its absorption, distribution, metabolism, or excretion properties. Task type varies by dataset: regression for continuous measurements (e.g., permeability, clearance, half-life) or binary classification for categorical outcomes (e.g., BBB penetration, CYP inhibition). Dataset: cyp2d6_veith. (1) The molecule is Cn1c(=O)n(C)c2cc(/C=N/NC(=O)c3ccc(Cl)cc3Cl)ccc21. The result is 0 (non-inhibitor). (2) The result is 0 (non-inhibitor). The molecule is CC(C)CNc1nc(N)[nH]c(=O)c1NC=O.